This data is from Full USPTO retrosynthesis dataset with 1.9M reactions from patents (1976-2016). The task is: Predict the reactants needed to synthesize the given product. Given the product [CH2:26]([N:33]1[CH2:6][CH2:7][C:8]2[O:9][CH:10]=[CH:11][C:12]=2[CH2:13][CH2:14]1)[C:27]1[CH:32]=[CH:31][CH:30]=[CH:29][CH:28]=1, predict the reactants needed to synthesize it. The reactants are: CS(O[CH2:6][CH2:7][C:8]1[O:9][CH:10]=[CH:11][C:12]=1[CH2:13][CH2:14]OS(C)(=O)=O)(=O)=O.C(=O)([O-])[O-].[K+].[K+].[CH2:26]([NH2:33])[C:27]1[CH:32]=[CH:31][CH:30]=[CH:29][CH:28]=1.